Dataset: Catalyst prediction with 721,799 reactions and 888 catalyst types from USPTO. Task: Predict which catalyst facilitates the given reaction. (1) Reactant: CCN(C(C)C)C(C)C.[OH:10][C:11]1[CH:12]=[C:13]([C:17]2[O:21][N:20]=[C:19]([C:22]([OH:24])=O)[CH:18]=2)[CH:14]=[CH:15][CH:16]=1.C1(C2ON=C(C(O)=O)C=2)C=CC=CC=1.C(OC1C=CC=CC=1C(=O)C)C1C=CC=CC=1.C1C=CC2N(O)N=NC=2C=1.CCN=C=NCCCN(C)C.Cl.Cl.[NH2:79][CH2:80][C:81]([N:83]1[CH2:88][CH2:87][CH:86]([O:89][C:90]2[CH:95]=[CH:94][CH:93]=[C:92]([C:96]([F:99])([F:98])[F:97])[CH:91]=2)[CH2:85][CH2:84]1)=[O:82]. Product: [O:82]=[C:81]([N:83]1[CH2:84][CH2:85][CH:86]([O:89][C:90]2[CH:95]=[CH:94][CH:93]=[C:92]([C:96]([F:99])([F:97])[F:98])[CH:91]=2)[CH2:87][CH2:88]1)[CH2:80][NH:79][C:22]([C:19]1[CH:18]=[C:17]([C:13]2[CH:14]=[CH:15][CH:16]=[C:11]([OH:10])[CH:12]=2)[O:21][N:20]=1)=[O:24]. The catalyst class is: 18. (2) Reactant: [CH3:1][C:2]([CH3:8])([CH3:7])[C:3]([NH:5][NH2:6])=[O:4].C(=O)(O)[O-].[Na+].[C:14](Cl)(=[O:16])[CH3:15]. Product: [C:14]([NH:6][NH:5][C:3](=[O:4])[C:2]([CH3:8])([CH3:7])[CH3:1])(=[O:16])[CH3:15]. The catalyst class is: 30.